The task is: Predict the reactants needed to synthesize the given product.. This data is from Full USPTO retrosynthesis dataset with 1.9M reactions from patents (1976-2016). (1) Given the product [CH3:1][O:2][C:3]1[CH:8]=[CH:7][CH:6]=[CH:5][C:4]=1[N:9]1[CH2:14][CH2:13][C:12]([CH2:23][NH:24][C:35](=[O:36])[O:34][CH2:32][CH3:33])([C:15]2[CH:20]=[CH:19][CH:18]=[C:17]([O:21][CH3:22])[CH:16]=2)[CH2:11][CH2:10]1, predict the reactants needed to synthesize it. The reactants are: [CH3:1][O:2][C:3]1[CH:8]=[CH:7][CH:6]=[CH:5][C:4]=1[N:9]1[CH2:14][CH2:13][C:12]([CH2:23][NH2:24])([C:15]2[CH:20]=[CH:19][CH:18]=[C:17]([O:21][CH3:22])[CH:16]=2)[CH2:11][CH2:10]1.C(N(CC)CC)C.[CH2:32]([O:34][C:35](Cl)=[O:36])[CH3:33].C(=O)([O-])O.[Na+]. (2) Given the product [CH3:14][CH:11]1[CH2:12][CH2:13][N:8]([C:6]2[CH:7]=[C:2]([N:18]3[CH2:23][CH2:22][NH:21][CH2:20][CH2:19]3)[CH:3]=[CH:4][C:5]=2[N+:15]([O-:17])=[O:16])[CH2:9][CH2:10]1, predict the reactants needed to synthesize it. The reactants are: Cl[C:2]1[CH:3]=[CH:4][C:5]([N+:15]([O-:17])=[O:16])=[C:6]([N:8]2[CH2:13][CH2:12][CH:11]([CH3:14])[CH2:10][CH2:9]2)[CH:7]=1.[NH:18]1[CH2:23][CH2:22][NH:21][CH2:20][CH2:19]1. (3) Given the product [CH:1]1([C:7]([NH:9][CH2:10][CH2:11][C:12]2[C:16]3[CH:17]=[C:18]([C:21]([Cl:26])=[O:23])[CH:19]=[CH:20][C:15]=3[S:14][CH:13]=2)=[O:8])[CH2:6][CH2:5][CH2:4][CH2:3][CH2:2]1, predict the reactants needed to synthesize it. The reactants are: [CH:1]1([C:7]([NH:9][CH2:10][CH2:11][C:12]2[C:16]3[CH:17]=[C:18]([C:21]([OH:23])=O)[CH:19]=[CH:20][C:15]=3[S:14][CH:13]=2)=[O:8])[CH2:6][CH2:5][CH2:4][CH2:3][CH2:2]1.S(Cl)([Cl:26])=O. (4) Given the product [O:32]=[C:31]1[CH2:30][CH2:29][S:27][C:25]([N:3]2[CH:2]([CH3:1])[CH2:8][C:7]3[CH:9]=[C:10]4[O:15][CH2:14][O:13][C:11]4=[CH:12][C:6]=3[C:5]([C:16]3[CH:17]=[CH:18][C:19]([N+:22]([O-:24])=[O:23])=[CH:20][CH:21]=3)=[N:4]2)=[N:26]1, predict the reactants needed to synthesize it. The reactants are: [CH3:1][CH:2]1[CH2:8][C:7]2[CH:9]=[C:10]3[O:15][CH2:14][O:13][C:11]3=[CH:12][C:6]=2[C:5]([C:16]2[CH:21]=[CH:20][C:19]([N+:22]([O-:24])=[O:23])=[CH:18][CH:17]=2)=[N:4][N:3]1[C:25](=[S:27])[NH2:26].Br[CH2:29][CH2:30][C:31](OCC)=[O:32].CN(C)C=O. (5) Given the product [Cl:1][C:2]1[CH:3]=[C:4]([C:9]([N:20]([CH3:21])[CH3:18])=[O:11])[CH:5]=[N:6][C:7]=1[Cl:8], predict the reactants needed to synthesize it. The reactants are: [Cl:1][C:2]1[CH:3]=[C:4]([C:9]([OH:11])=O)[CH:5]=[N:6][C:7]=1[Cl:8].C(Cl)(=O)C(Cl)=O.[CH2:18]([N:20](CC)[CH2:21]C)C. (6) Given the product [F:11][C:12]([F:21])([F:22])[C@@H:13]([C:15]1[CH:20]=[CH:19][CH:18]=[CH:17][CH:16]=1)[NH2:14], predict the reactants needed to synthesize it. The reactants are: C(O)(=O)[C@@H]([C@H](C(O)=O)O)O.[F:11][C:12]([F:22])([F:21])[CH:13]([C:15]1[CH:20]=[CH:19][CH:18]=[CH:17][CH:16]=1)[NH2:14].